From a dataset of Full USPTO retrosynthesis dataset with 1.9M reactions from patents (1976-2016). Predict the reactants needed to synthesize the given product. (1) Given the product [F:1][CH2:2][CH2:3][CH2:4][O:5][C:6]1[CH:14]=[C:13]2[C:9]([CH2:10][C:11]3([C:12]42[NH:25][C:24](=[S:26])[C:23]([CH3:27])=[N:15]4)[CH2:16][CH2:17][CH:18]([OH:21])[CH2:19][CH2:20]3)=[CH:8][CH:7]=1, predict the reactants needed to synthesize it. The reactants are: [F:1][CH2:2][CH2:3][CH2:4][O:5][C:6]1[CH:14]=[C:13]2[C:9]([CH2:10][C:11]3([CH2:20][CH2:19][CH:18]([OH:21])[CH2:17][CH2:16]3)[C:12]2=[NH:15])=[CH:8][CH:7]=1.O=[C:23]([CH3:27])[C:24](=[S:26])[NH2:25]. (2) Given the product [CH3:2][C:3]1[C:7]([CH2:8][N:9]2[CH:13]=[C:12]([NH:14][C:22](=[O:23])[C:17]3[CH:18]=[CH:19][CH:20]=[CH:21][N:16]=3)[CH:11]=[N:10]2)=[C:6]([CH3:15])[O:5][N:4]=1, predict the reactants needed to synthesize it. The reactants are: Cl.[CH3:2][C:3]1[C:7]([CH2:8][N:9]2[CH:13]=[C:12]([NH2:14])[CH:11]=[N:10]2)=[C:6]([CH3:15])[O:5][N:4]=1.[N:16]1[CH:21]=[CH:20][CH:19]=[CH:18][C:17]=1[C:22](O)=[O:23].C1C=CC2N(O)N=NC=2C=1.C(N(CC)CC)C.C(Cl)CCl. (3) The reactants are: [CH2:1]([O:8][C:9]1[CH:10]=[C:11]([CH:24]=[CH:25][C:26]=1[O:27][CH2:28][C:29]1[CH:34]=[CH:33][CH:32]=[CH:31][CH:30]=1)[C:12]1[O:13][C:14]2[C:19]([C:20](=[O:22])[CH:21]=1)=[CH:18][CH:17]=[C:16]([OH:23])[CH:15]=2)[C:2]1[CH:7]=[CH:6][CH:5]=[CH:4][CH:3]=1.[Cl-].C(OC1C=C(C=CC=1OCC1C=CC=CC=1)C1OC2C(C(=O)C=1)=CC=C([CH2:58][CH2:59][CH2:60][N+:61](C)([CH3:63])[CH3:62])C=2)C1C=CC=CC=1.CNC. Given the product [CH2:1]([O:8][C:9]1[CH:10]=[C:11]([CH:24]=[CH:25][C:26]=1[O:27][CH2:28][C:29]1[CH:34]=[CH:33][CH:32]=[CH:31][CH:30]=1)[C:12]1[O:13][C:14]2[C:19]([C:20](=[O:22])[CH:21]=1)=[CH:18][CH:17]=[C:16]([O:23][CH2:58][CH2:59][CH2:60][N:61]([CH3:63])[CH3:62])[CH:15]=2)[C:2]1[CH:3]=[CH:4][CH:5]=[CH:6][CH:7]=1, predict the reactants needed to synthesize it. (4) Given the product [C:1]([C:3]1[CH:4]=[C:5]2[C:9](=[CH:10][CH:11]=1)[N:8]([S:43]([C:40]1[CH:41]=[CH:42][C:37]([CH3:36])=[CH:38][CH:39]=1)(=[O:45])=[O:44])[C:7](=[O:12])[C@@:6]2([NH:22][C:23]([N:25]1[CH2:26][C:27]2([CH2:31][N:30]([CH:32]3[CH2:33][O:34][CH2:35]3)[CH2:29]2)[CH2:28]1)=[O:24])[C:13]1[C:14]([O:19][CH2:20][CH3:21])=[N:15][CH:16]=[CH:17][CH:18]=1)#[N:2], predict the reactants needed to synthesize it. The reactants are: [C:1]([C:3]1[CH:4]=[C:5]2[C:9](=[CH:10][CH:11]=1)[NH:8][C:7](=[O:12])[C@@:6]2([NH:22][C:23]([N:25]1[CH2:28][C:27]2([CH2:31][N:30]([CH:32]3[CH2:35][O:34][CH2:33]3)[CH2:29]2)[CH2:26]1)=[O:24])[C:13]1[C:14]([O:19][CH2:20][CH3:21])=[N:15][CH:16]=[CH:17][CH:18]=1)#[N:2].[CH3:36][C:37]1[CH:42]=[CH:41][C:40]([S:43](Cl)(=[O:45])=[O:44])=[CH:39][CH:38]=1.